Dataset: Reaction yield outcomes from USPTO patents with 853,638 reactions. Task: Predict the reaction yield, written as a fraction of the theoretical maximum amount of product (1.0 means a 100% yield; for example, 0.34 means a 34% yield). (1) The reactants are [CH3:1][C:2]1[C:7]([Sn](CCCC)(CCCC)CCCC)=[CH:6][N:5]=[N:4][CH:3]=1.Br[C:22]1[N:23]=[CH:24][C:25]([O:28][C@H:29]([CH:31]2[CH2:36][CH2:35][N:34]([C:37]([O:39][C:40]([CH3:43])([CH3:42])[CH3:41])=[O:38])[CH2:33][CH2:32]2)[CH3:30])=[N:26][CH:27]=1. The catalyst is CN(C=O)C.Cl[Pd](Cl)([P](C1C=CC=CC=1)(C1C=CC=CC=1)C1C=CC=CC=1)[P](C1C=CC=CC=1)(C1C=CC=CC=1)C1C=CC=CC=1.[Cu]I. The product is [CH3:1][C:2]1[C:7]([C:22]2[N:23]=[CH:24][C:25]([O:28][C@H:29]([CH:31]3[CH2:36][CH2:35][N:34]([C:37]([O:39][C:40]([CH3:43])([CH3:42])[CH3:41])=[O:38])[CH2:33][CH2:32]3)[CH3:30])=[N:26][CH:27]=2)=[CH:6][N:5]=[N:4][CH:3]=1. The yield is 0.980. (2) The reactants are C(OC([N:8]1[CH2:13][CH2:12][CH:11]([O:14][C:15]2[CH:20]=[CH:19][C:18]([C:21]3[CH:26]=[CH:25][C:24]([F:27])=[CH:23][CH:22]=3)=[CH:17][N:16]=2)[CH2:10][CH2:9]1)=O)(C)(C)C.Cl. The catalyst is CO.C(OCC)C. The product is [F:27][C:24]1[CH:23]=[CH:22][C:21]([C:18]2[CH:19]=[CH:20][C:15]([O:14][CH:11]3[CH2:12][CH2:13][NH:8][CH2:9][CH2:10]3)=[N:16][CH:17]=2)=[CH:26][CH:25]=1. The yield is 0.810. (3) The reactants are C([O:4][C@H:5]1[C@@H:10]([O:11]C(=O)C)[C@H:9]([O:15]C(=O)C)[C@@H:8]([CH2:19][O:20]C(=O)C)[O:7][C@@H:6]1[O:24][C:25]1[CH:30]=[CH:29][C:28]([C:31]2[CH:32]=[C:33]([CH:38]=[CH:39][CH:40]=2)[C:34]([O:36][CH3:37])=[O:35])=[CH:27][CH:26]=1)(=O)C.C[O-].[Na+]. The catalyst is CO. The product is [OH:4][C@H:5]1[C@@H:10]([OH:11])[C@H:9]([OH:15])[C@@H:8]([CH2:19][OH:20])[O:7][C@@H:6]1[O:24][C:25]1[CH:26]=[CH:27][C:28]([C:31]2[CH:32]=[C:33]([CH:38]=[CH:39][CH:40]=2)[C:34]([O:36][CH3:37])=[O:35])=[CH:29][CH:30]=1. The yield is 1.00.